Dataset: Catalyst prediction with 721,799 reactions and 888 catalyst types from USPTO. Task: Predict which catalyst facilitates the given reaction. Reactant: O.[OH-].[Li+].[N:4]1[CH:9]=[CH:8][CH:7]=[CH:6][C:5]=1[NH:10][C:11]1[O:15][C:14]([C:16]([NH:18][C:19]2[CH:24]=[CH:23][C:22]([C@H:25]3[CH2:30][CH2:29][C@H:28]([CH2:31][C:32]([O:34]C)=[O:33])[CH2:27][CH2:26]3)=[CH:21][CH:20]=2)=[O:17])=[N:13][N:12]=1. Product: [N:4]1[CH:9]=[CH:8][CH:7]=[CH:6][C:5]=1[NH:10][C:11]1[O:15][C:14]([C:16]([NH:18][C:19]2[CH:20]=[CH:21][C:22]([C@H:25]3[CH2:26][CH2:27][C@H:28]([CH2:31][C:32]([OH:34])=[O:33])[CH2:29][CH2:30]3)=[CH:23][CH:24]=2)=[O:17])=[N:13][N:12]=1. The catalyst class is: 90.